Predict the reaction yield, written as a fraction of the theoretical maximum amount of product (1.0 means a 100% yield; for example, 0.34 means a 34% yield). From a dataset of Reaction yield outcomes from USPTO patents with 853,638 reactions. (1) The product is [I:8][C:5]1[CH:6]=[CH:7][C:2]2[N:3]([CH:15]=[C:14]([CH2:13][OH:12])[N:1]=2)[N:4]=1. The reactants are [NH2:1][C:2]1[N:3]=[N:4][C:5]([I:8])=[CH:6][CH:7]=1.C([O:12][CH2:13][C:14](=O)[CH2:15]Cl)(=O)C.C(=O)([O-])O.[Na+]. The catalyst is C(O)C. The yield is 0.200. (2) The reactants are [Li+].[OH-].[CH3:3][N:4]1[C:8]([S:9]([CH3:12])(=[O:11])=[O:10])=[C:7]([C:13]([O:15]CC)=[O:14])[CH:6]=[N:5]1.Cl. The catalyst is O.O1CCOCC1. The product is [CH3:3][N:4]1[C:8]([S:9]([CH3:12])(=[O:10])=[O:11])=[C:7]([C:13]([OH:15])=[O:14])[CH:6]=[N:5]1. The yield is 0.640. (3) The reactants are Cl[C:2]1[N:7]=[C:6]([N:8]([CH2:19][C:20]([CH3:22])=[CH2:21])[C:9]2[CH:14]=[CH:13][C:12]([C:15]([F:18])([F:17])[F:16])=[CH:11][CH:10]=2)[CH:5]=[C:4]([CH3:23])[CH:3]=1.[F:24][C:25]([F:36])([F:35])[C:26]1[CH:31]=[CH:30][C:29](B(O)O)=[CH:28][CH:27]=1.C([O-])([O-])=O.[Na+].[Na+]. The catalyst is COCCOC.O.C1C=CC([P]([Pd]([P](C2C=CC=CC=2)(C2C=CC=CC=2)C2C=CC=CC=2)([P](C2C=CC=CC=2)(C2C=CC=CC=2)C2C=CC=CC=2)[P](C2C=CC=CC=2)(C2C=CC=CC=2)C2C=CC=CC=2)(C2C=CC=CC=2)C2C=CC=CC=2)=CC=1. The product is [CH3:22][C:20](=[CH2:21])[CH2:19][N:8]([C:6]1[CH:5]=[C:4]([CH3:23])[CH:3]=[C:2]([C:29]2[CH:30]=[CH:31][C:26]([C:25]([F:36])([F:35])[F:24])=[CH:27][CH:28]=2)[N:7]=1)[C:9]1[CH:14]=[CH:13][C:12]([C:15]([F:18])([F:17])[F:16])=[CH:11][CH:10]=1. The yield is 0.600. (4) The reactants are FC(F)(F)C(O)=O.[NH2:8][C@@H:9]([CH3:15])[C:10]([CH3:14])([CH3:13])[CH2:11][OH:12].[CH:16]1([C:19]2[N:20]=[C:21]3[C:27]([C:28](O)=[O:29])=[CH:26][N:25]([CH2:31][O:32][CH2:33][CH2:34][Si:35]([CH3:38])([CH3:37])[CH3:36])[C:22]3=[N:23][CH:24]=2)[CH2:18][CH2:17]1.F[B-](F)(F)F.N1(OC(N(C)C)=[N+](C)C)C2C=CC=CC=2N=N1.C(N(CC)C(C)C)(C)C. The catalyst is C(#N)C.C(OCC)(=O)C.O. The product is [OH:12][CH2:11][C:10]([CH3:14])([CH3:13])[C@@H:9]([NH:8][C:28]([C:27]1[C:21]2[C:22](=[N:23][CH:24]=[C:19]([CH:16]3[CH2:17][CH2:18]3)[N:20]=2)[N:25]([CH2:31][O:32][CH2:33][CH2:34][Si:35]([CH3:38])([CH3:37])[CH3:36])[CH:26]=1)=[O:29])[CH3:15]. The yield is 0.400. (5) The reactants are Br[C:2]1[CH:3]=[C:4]([NH:22][CH2:23][C:24]2[CH:25]=[N:26][CH:27]=[CH:28][CH:29]=2)[CH:5]=[C:6]2[C:11]=1[N:10]=[CH:9][C:8]([C:12]#[N:13])=[C:7]2[NH:14][C:15]1[CH:20]=[CH:19][CH:18]=[C:17]([Cl:21])[CH:16]=1.[S:30]1[CH:34]=[CH:33][C:32](B(O)O)=[CH:31]1.C([O-])([O-])=O.[Na+].[Na+].COCCOC. The catalyst is Cl[Pd](Cl)([P](C1C=CC=CC=1)(C1C=CC=CC=1)C1C=CC=CC=1)[P](C1C=CC=CC=1)(C1C=CC=CC=1)C1C=CC=CC=1.O.CCO. The product is [Cl:21][C:17]1[CH:16]=[C:15]([NH:14][C:7]2[C:6]3[C:11](=[C:2]([C:32]4[CH:33]=[CH:34][S:30][CH:31]=4)[CH:3]=[C:4]([NH:22][CH2:23][C:24]4[CH:25]=[N:26][CH:27]=[CH:28][CH:29]=4)[CH:5]=3)[N:10]=[CH:9][C:8]=2[C:12]#[N:13])[CH:20]=[CH:19][CH:18]=1. The yield is 0.140. (6) The reactants are I[C:2]1[CH:7]=[C:6]([N+:8]([O-:10])=[O:9])[CH:5]=[C:4]([O:11][CH3:12])[CH:3]=1.[F:13][C:14]1[CH:15]=[C:16](B(O)O)[CH:17]=[CH:18][CH:19]=1. No catalyst specified. The product is [F:13][C:14]1[CH:19]=[C:18]([C:2]2[CH:3]=[C:4]([O:11][CH3:12])[CH:5]=[C:6]([N+:8]([O-:10])=[O:9])[CH:7]=2)[CH:17]=[CH:16][CH:15]=1. The yield is 0.820.